From a dataset of Full USPTO retrosynthesis dataset with 1.9M reactions from patents (1976-2016). Predict the reactants needed to synthesize the given product. (1) Given the product [OH:4][CH2:5][C:7]1[CH:8]=[CH:9][C:10]([C:13]([OH:15])=[O:14])=[N:11][CH:12]=1, predict the reactants needed to synthesize it. The reactants are: [Li+].[BH4-].C[O:4][C:5]([C:7]1[CH:8]=[CH:9][C:10]([C:13]([OH:15])=[O:14])=[N:11][CH:12]=1)=O.Cl. (2) Given the product [Br:17][CH2:16][C:11]1[CH:10]=[C:9]([CH:14]=[CH:13][C:12]=1[Cl:15])[O:8][Si:5]([C:1]([CH3:4])([CH3:3])[CH3:2])([CH3:7])[CH3:6], predict the reactants needed to synthesize it. The reactants are: [C:1]([Si:5]([O:8][C:9]1[CH:14]=[CH:13][C:12]([Cl:15])=[C:11]([CH3:16])[CH:10]=1)([CH3:7])[CH3:6])([CH3:4])([CH3:3])[CH3:2].[Br:17]N1C(=O)CCC1=O. (3) Given the product [NH2:1][C:2]1[N:7]=[CH:6][C:5]([C:8]2[CH:9]=[C:10]([CH2:14][OH:15])[CH:11]=[CH:12][CH:13]=2)=[N:4][C:3]=1[C:16]1[NH:17][C:18]([C:19]2[CH:24]=[CH:23][CH:22]=[CH:21][CH:20]=2)=[N:26][N:27]=1, predict the reactants needed to synthesize it. The reactants are: [NH2:1][C:2]1[C:3]([C:16]#[N:17])=[N:4][C:5]([C:8]2[CH:13]=[CH:12][CH:11]=[C:10]([CH2:14][OH:15])[CH:9]=2)=[CH:6][N:7]=1.[C:18]([NH:26][NH2:27])(=O)[C:19]1[CH:24]=[CH:23][CH:22]=[CH:21][CH:20]=1.CN(C=O)C.C. (4) Given the product [NH2:1][C@H:4]1[C@@H:8]([CH2:9][CH3:10])[CH2:7][N:6]([C:11]([O:13][CH2:14][C:15]2[CH:16]=[CH:17][CH:18]=[CH:19][CH:20]=2)=[O:12])[CH2:5]1, predict the reactants needed to synthesize it. The reactants are: [N:1]([C@H:4]1[C@@H:8]([CH2:9][CH3:10])[CH2:7][N:6]([C:11]([O:13][CH2:14][C:15]2[CH:20]=[CH:19][CH:18]=[CH:17][CH:16]=2)=[O:12])[CH2:5]1)=[N+]=[N-].O.